The task is: Predict the reaction yield, written as a fraction of the theoretical maximum amount of product (1.0 means a 100% yield; for example, 0.34 means a 34% yield).. This data is from Reaction yield outcomes from USPTO patents with 853,638 reactions. (1) The reactants are Cl[CH2:2][C:3]1[N:4]=[C:5]([C:9]2[CH:14]=[CH:13][CH:12]=[CH:11][CH:10]=2)[O:6][C:7]=1[CH3:8].[OH:15][C:16]1[CH:21]=[C:20]([OH:22])[CH:19]=[CH:18][C:17]=1[C:23]([C:25]1[CH:30]=[CH:29][CH:28]=[CH:27][CH:26]=1)=[O:24].C(=O)([O-])[O-].[K+].[K+]. The catalyst is CC(C)=O. The product is [C:23]([C:17]1[CH:18]=[CH:19][C:20]([O:22][CH2:2][C:3]2[N:4]=[C:5]([C:9]3[CH:14]=[CH:13][CH:12]=[CH:11][CH:10]=3)[O:6][C:7]=2[CH3:8])=[CH:21][C:16]=1[OH:15])(=[O:24])[C:25]1[CH:26]=[CH:27][CH:28]=[CH:29][CH:30]=1. The yield is 0.550. (2) The reactants are Cl[CH2:2][CH2:3][CH2:4][O:5][C:6]1[CH:15]=[C:14]2[C:9]([C:10]([O:16][C:17]3[C:18]([C:27]([O:29][CH2:30][CH2:31][CH3:32])=[O:28])=[CH:19][C:20]4[C:25]([CH:26]=3)=[CH:24][CH:23]=[CH:22][CH:21]=4)=[CH:11][CH:12]=[N:13]2)=[CH:8][C:7]=1[O:33][CH3:34].C(=O)([O-])[O-].[K+].[K+].[NH:41]1[CH:45]=[CH:44][N:43]=[CH:42]1.O. The catalyst is CN(C)C=O. The product is [N:41]1([CH2:2][CH2:3][CH2:4][O:5][C:6]2[CH:15]=[C:14]3[C:9]([C:10]([O:16][C:17]4[C:18]([C:27]([O:29][CH2:30][CH2:31][CH3:32])=[O:28])=[CH:19][C:20]5[C:25]([CH:26]=4)=[CH:24][CH:23]=[CH:22][CH:21]=5)=[CH:11][CH:12]=[N:13]3)=[CH:8][C:7]=2[O:33][CH3:34])[CH:45]=[CH:44][N:43]=[CH:42]1. The yield is 0.820. (3) The reactants are C[Li].C(OCC)C.C[Si](C)(C)[O:10][C:11]1[CH2:16][CH2:15][CH2:14][CH:13]([CH3:17])[CH:12]=1.CN(C)CCN(C)C.C1C=CC(N([S:35]([C:38]([F:41])([F:40])[F:39])(=[O:37])=[O:36])[S:35]([C:38]([F:41])([F:40])[F:39])(=[O:37])=[O:36])=CC=1. The catalyst is O1CCCC1. The product is [F:39][C:38]([F:41])([F:40])[S:35]([O:10][C:11]1[CH2:16][CH2:15][CH2:14][CH:13]([CH3:17])[CH:12]=1)(=[O:37])=[O:36]. The yield is 0.470.